From a dataset of Full USPTO retrosynthesis dataset with 1.9M reactions from patents (1976-2016). Predict the reactants needed to synthesize the given product. (1) The reactants are: [CH3:1][O:2][C:3]1[CH:4]=[C:5]([CH:32]=[CH:33][C:34]=1[O:35][CH3:36])[CH2:6][CH:7]1[C:13]2[CH:14]=[C:15]([O:20][CH3:21])[C:16]([O:18][CH3:19])=[CH:17][C:12]=2[CH2:11][CH2:10][CH2:9][N:8]1[CH:22]([C:26]1[CH:31]=[CH:30][CH:29]=[CH:28][CH:27]=1)[C:23](O)=[O:24].[N:37]1[CH:42]=[CH:41][CH:40]=[C:39]([CH2:43][NH2:44])[CH:38]=1. Given the product [CH3:1][O:2][C:3]1[CH:4]=[C:5]([CH:32]=[CH:33][C:34]=1[O:35][CH3:36])[CH2:6][CH:7]1[C:13]2[CH:14]=[C:15]([O:20][CH3:21])[C:16]([O:18][CH3:19])=[CH:17][C:12]=2[CH2:11][CH2:10][CH2:9][N:8]1[CH:22]([C:26]1[CH:27]=[CH:28][CH:29]=[CH:30][CH:31]=1)[C:23]([NH:44][CH2:43][C:39]1[CH:38]=[N:37][CH:42]=[CH:41][CH:40]=1)=[O:24], predict the reactants needed to synthesize it. (2) Given the product [CH3:5][O:4][C:2](=[O:3])[NH:14][C:9]1[CH:10]=[CH:11][C:12]([CH3:13])=[C:7]([Br:6])[CH:8]=1, predict the reactants needed to synthesize it. The reactants are: Cl[C:2]([O:4][CH3:5])=[O:3].[Br:6][C:7]1[CH:8]=[C:9]([NH2:14])[CH:10]=[CH:11][C:12]=1[CH3:13].O. (3) Given the product [F:1][C:2]1[CH:3]=[CH:4][C:5]([N:8]2[C:12]3=[C:13]4[C:18](=[C:19]([C:21]([NH2:22])=[O:23])[CH:20]=[C:11]3[CH:10]=[N:9]2)[CH:17]=[N:16][CH:15]=[CH:14]4)=[CH:6][CH:7]=1, predict the reactants needed to synthesize it. The reactants are: [F:1][C:2]1[CH:7]=[CH:6][C:5]([N:8]2[C:12]3=[C:13]4[C:18](=[C:19]([C:21]#[N:22])[CH:20]=[C:11]3[CH:10]=[N:9]2)[CH:17]=[N:16][CH:15]=[CH:14]4)=[CH:4][CH:3]=1.[OH-:23].[K+].C(Cl)(Cl)Cl.O. (4) Given the product [C:27]([C:29]1[C:30]([OH:32])=[N:21][C:3]([CH3:5])=[C:2]([C:18]=1[C:15]1[CH:16]=[CH:17][C:12]([CH3:20])=[CH:13][CH:14]=1)[C:1]([O:7][C:8]([CH3:11])([CH3:10])[CH3:9])=[O:6])#[N:28], predict the reactants needed to synthesize it. The reactants are: [C:1]([O:7][C:8]([CH3:11])([CH3:10])[CH3:9])(=[O:6])[CH2:2][C:3]([CH3:5])=O.[C:12]1([CH3:20])[CH:17]=[CH:16][C:15]([CH:18]=O)=[CH:14][CH:13]=1.[NH:21]1CCCCC1.[C:27]([CH2:29][C:30]([O:32]CC)=O)#[N:28].C([O-])(=O)C.[NH4+].